Dataset: Forward reaction prediction with 1.9M reactions from USPTO patents (1976-2016). Task: Predict the product of the given reaction. (1) Given the reactants Cl[C:2]1[CH2:6][C@H:5]([CH:7]2[CH2:11][CH2:10][CH2:9][CH2:8]2)[N:4]([C:12]2[CH:19]=[CH:18][C:15]([C:16]#[N:17])=[C:14]([CH3:20])[N:13]=2)[N:3]=1.CC1(C)C(C)(C)OB([C:29]2[CH:34]=[CH:33][C:32]([S:35]([NH2:38])(=[O:37])=[O:36])=[CH:31][CH:30]=2)O1.C(=O)([O-])[O-].[Cs+].[Cs+], predict the reaction product. The product is: [C:16]([C:15]1[CH:18]=[CH:19][C:12]([N:4]2[C@@H:5]([CH:7]3[CH2:11][CH2:10][CH2:9][CH2:8]3)[CH2:6][C:2]([C:29]3[CH:34]=[CH:33][C:32]([S:35]([NH2:38])(=[O:37])=[O:36])=[CH:31][CH:30]=3)=[N:3]2)=[N:13][C:14]=1[CH3:20])#[N:17]. (2) The product is: [ClH:22].[F:1][C:2]1[CH:3]=[CH:4][C:5]([C:8]2[CH:9]=[CH:10][C:11]([N:14]3[CH2:15][CH2:16][NH:17][CH2:18][CH2:19]3)=[N:12][CH:13]=2)=[CH:6][CH:7]=1. Given the reactants [F:1][C:2]1[CH:7]=[CH:6][C:5]([C:8]2[CH:9]=[CH:10][C:11]([N:14]3[CH2:19][CH2:18][N:17](C=O)[CH2:16][CH2:15]3)=[N:12][CH:13]=2)=[CH:4][CH:3]=1.[ClH:22], predict the reaction product. (3) Given the reactants [CH3:1][S:2]([OH:5])(=[O:4])=[O:3].[Si]([O:13][CH2:14][CH2:15][N:16]([C:41]#[N:42])[C:17]1[CH:22]=[CH:21][C:20]([NH:23][C:24]([C:26]2[NH:30][CH:29]=[N:28][C:27]=2[C:31]([NH:33][C:34]2[CH:39]=[CH:38][C:37]([Cl:40])=[CH:36][CH:35]=2)=[O:32])=[O:25])=[CH:19][CH:18]=1)(C(C)(C)C)(C)C, predict the reaction product. The product is: [CH3:1][S:2]([OH:5])(=[O:4])=[O:3].[Cl:40][C:37]1[CH:36]=[CH:35][C:34]([NH:33][C:31]([C:27]2[N:28]=[CH:29][NH:30][C:26]=2[C:24]([NH:23][C:20]2[CH:19]=[CH:18][C:17]([N:16]3[CH2:15][CH2:14][O:13][C:41]3=[NH:42])=[CH:22][CH:21]=2)=[O:25])=[O:32])=[CH:39][CH:38]=1. (4) The product is: [Cl:21][C:22]1[CH:27]=[CH:26][C:25]([NH:28][C:29]([CH:4]2[C:5](=[O:12])[CH:6]3[C:9]([CH3:10])([CH3:11])[C@:2]([CH3:1])([CH2:8][CH2:7]3)[C:3]2=[O:13])=[O:30])=[CH:24][C:23]=1[C:31]([F:32])([F:33])[F:34]. Given the reactants [CH3:1][C@@:2]12[C:9]([CH3:11])([CH3:10])[CH:6]([CH2:7][CH2:8]1)[C:5](=[O:12])[CH2:4][C:3]2=[O:13].C(N(CC)CC)C.[Cl:21][C:22]1[CH:27]=[CH:26][C:25]([N:28]=[C:29]=[O:30])=[CH:24][C:23]=1[C:31]([F:34])([F:33])[F:32].Cl, predict the reaction product. (5) Given the reactants [C:1]([O:5][C:6]([N:8]1[CH2:13][CH2:12][N:11]([C:14]2[CH:19]=[CH:18][C:17]([N:20]3[CH2:25][CH2:24][O:23][CH2:22][CH2:21]3)=[CH:16][C:15]=2OS(C(F)(F)F)(=O)=O)[CH2:10][CH2:9]1)=[O:7])([CH3:4])([CH3:3])[CH3:2].COCCOC.CC1(C)C(C)(C)OB([C:48]2[CH2:55][CH2:54][C:51]3([CH2:53][CH2:52]3)[CH2:50][CH:49]=2)O1.P([O-])([O-])([O-])=O.[K+].[K+].[K+], predict the reaction product. The product is: [C:1]([O:5][C:6]([N:8]1[CH2:9][CH2:10][N:11]([C:14]2[CH:19]=[CH:18][C:17]([N:20]3[CH2:21][CH2:22][O:23][CH2:24][CH2:25]3)=[CH:16][C:15]=2[C:48]2[CH2:55][CH2:54][C:51]3([CH2:53][CH2:52]3)[CH2:50][CH:49]=2)[CH2:12][CH2:13]1)=[O:7])([CH3:2])([CH3:4])[CH3:3].